This data is from Catalyst prediction with 721,799 reactions and 888 catalyst types from USPTO. The task is: Predict which catalyst facilitates the given reaction. (1) Reactant: C(O[CH:4]=[C:5]([C:11](=[O:18])[NH:12][C:13]([O:15]CC)=O)[C:6]([O:8][CH2:9][CH3:10])=[O:7])C.[NH2:19][C:20]1[CH:21]=[CH:22][C:23]2[N:28]([CH3:29])[C:27](=[O:30])[O:26][CH2:25][C:24]=2[CH:31]=1.CC(C)([O-])C.[K+].Cl. Product: [CH3:29][N:28]1[C:23]2[CH:22]=[CH:21][C:20]([N:19]3[CH:4]=[C:5]([C:6]([O:8][CH2:9][CH3:10])=[O:7])[C:11](=[O:18])[NH:12][C:13]3=[O:15])=[CH:31][C:24]=2[CH2:25][O:26][C:27]1=[O:30]. The catalyst class is: 8. (2) Reactant: O1CCCC1.[CH3:6][O:7]/[N:8]=[C:9](/[C:35]1[CH:40]=[CH:39][CH:38]=[CH:37][CH:36]=1)\[CH2:10][O:11][C:12]1[CH:34]=[CH:33][C:15]([CH2:16][O:17][C:18]2[CH:23]=[CH:22][C:21]([CH:24]([CH2:30][CH2:31][CH3:32])[CH2:25][C:26]([O:28]C)=[O:27])=[CH:20][CH:19]=2)=[CH:14][CH:13]=1.CO.[OH-].[Na+]. Product: [CH3:6][O:7]/[N:8]=[C:9](/[C:35]1[CH:36]=[CH:37][CH:38]=[CH:39][CH:40]=1)\[CH2:10][O:11][C:12]1[CH:13]=[CH:14][C:15]([CH2:16][O:17][C:18]2[CH:23]=[CH:22][C:21]([CH:24]([CH2:30][CH2:31][CH3:32])[CH2:25][C:26]([OH:28])=[O:27])=[CH:20][CH:19]=2)=[CH:33][CH:34]=1. The catalyst class is: 6. (3) Product: [Cl:1][C:2]1[CH:7]=[C:6]([O:8][C:9]2[C:18]3[C:13](=[CH:14][CH:15]=[CH:16][CH:17]=3)[C:12]([NH:19][C:20](=[O:21])[O:22][C:23]([CH3:26])([CH3:25])[CH3:24])=[CH:11][CH:10]=2)[CH:5]=[CH:4][N:3]=1. Reactant: [Cl:1][C:2]1[CH:7]=[C:6]([O:8][C:9]2[C:18]3[C:13](=[CH:14][CH:15]=[CH:16][CH:17]=3)[C:12]([NH2:19])=[CH:11][CH:10]=2)[CH:5]=[CH:4][N:3]=1.[C:20](O[C:20]([O:22][C:23]([CH3:26])([CH3:25])[CH3:24])=[O:21])([O:22][C:23]([CH3:26])([CH3:25])[CH3:24])=[O:21]. The catalyst class is: 664. (4) Reactant: [Cl:1][C:2]1[N:3]=[N:4][C:5](Cl)=[CH:6][C:7]=1[C:8]([CH3:11])([CH3:10])[CH3:9].[F:13][C:14]1[CH:23]=[CH:22][CH:21]=[C:20]([F:24])[C:15]=1[C:16]([NH:18][NH2:19])=O.Cl.C(N(CC)CC)C. Product: [Cl:1][C:2]1[C:7]([C:8]([CH3:11])([CH3:10])[CH3:9])=[CH:6][C:5]2[N:4]([C:16]([C:15]3[C:20]([F:24])=[CH:21][CH:22]=[CH:23][C:14]=3[F:13])=[N:18][N:19]=2)[N:3]=1. The catalyst class is: 12. (5) Reactant: [Br:1][CH2:2][C:3]1[CH:4]=[C:5]([B:9]([OH:11])[OH:10])[CH:6]=[CH:7][CH:8]=1.O[C:13]([C:16](O)([CH3:18])[CH3:17])([CH3:15])[CH3:14].S([O-])([O-])(=O)=O.[Mg+2]. Product: [Br:1][CH2:2][C:3]1[CH:4]=[C:5]([B:9]2[O:11][C:16]([CH3:18])([CH3:17])[C:13]([CH3:15])([CH3:14])[O:10]2)[CH:6]=[CH:7][CH:8]=1. The catalyst class is: 13. (6) Reactant: [Br:1][C:2]1[CH:3]=[CH:4][C:5](=[O:13])[N:6]([CH:8]([CH3:12])[C:9](O)=[O:10])[CH:7]=1.B.CSC. Product: [Br:1][C:2]1[CH:3]=[CH:4][C:5](=[O:13])[N:6]([CH:8]([CH3:12])[CH2:9][OH:10])[CH:7]=1. The catalyst class is: 1.